Task: Predict the reactants needed to synthesize the given product.. Dataset: Full USPTO retrosynthesis dataset with 1.9M reactions from patents (1976-2016) (1) The reactants are: [OH:1][CH:2]1[CH2:7][CH2:6][N:5]([C:8]([O:10][C:11]([CH3:14])([CH3:13])[CH3:12])=[O:9])[CH2:4][CH2:3]1.[H-].[Na+].Cl[C:18]1[C:19]2[N:27]=[C:26]([Cl:28])[CH:25]=[CH:24][C:20]=2[N:21]=[CH:22][N:23]=1. Given the product [Cl:28][C:26]1[CH:25]=[CH:24][C:20]2[N:21]=[CH:22][N:23]=[C:18]([O:1][CH:2]3[CH2:3][CH2:4][N:5]([C:8]([O:10][C:11]([CH3:14])([CH3:13])[CH3:12])=[O:9])[CH2:6][CH2:7]3)[C:19]=2[N:27]=1, predict the reactants needed to synthesize it. (2) The reactants are: CN(C)[CH:3]=[C:4]1[CH2:9][CH2:8][CH2:7][CH:6]([C:10]([O:12][CH2:13][CH3:14])=[O:11])[C:5]1=O.[N+]([O-])(O)=O.[N+]([O-])(O)=O.[F:25][C:26]1[CH:27]=[C:28]([NH:38][C:39]([NH2:41])=[NH:40])[CH:29]=[CH:30][C:31]=1[N:32]1[CH:36]=[C:35]([CH3:37])[N:34]=[CH:33]1. Given the product [F:25][C:26]1[CH:27]=[C:28]([NH:38][C:39]2[N:41]=[CH:3][C:4]3[CH2:9][CH2:8][CH2:7][CH:6]([C:10]([O:12][CH2:13][CH3:14])=[O:11])[C:5]=3[N:40]=2)[CH:29]=[CH:30][C:31]=1[N:32]1[CH:36]=[C:35]([CH3:37])[N:34]=[CH:33]1, predict the reactants needed to synthesize it. (3) Given the product [F:17][C:14]1[CH:15]=[CH:16][C:11]([CH2:10][C:9]([N:8]([CH2:7][CH2:6][S:3]([CH3:1])(=[O:4])=[O:5])[C@@H:23]([C:25]2[N:26]([C:36]3[CH:37]=[CH:38][C:39]([O:42][CH2:43][C:44]([F:47])([F:46])[F:45])=[CH:40][CH:41]=3)[C:27](=[O:35])[C:28]3[CH:34]=[CH:33][CH:32]=[N:31][C:29]=3[N:30]=2)[CH3:24])=[O:22])=[CH:12][C:13]=1[C:18]([F:21])([F:19])[F:20], predict the reactants needed to synthesize it. The reactants are: [CH2:1]([S:3]([CH2:6][CH2:7][N:8]([C@@H:23]([C:25]1[N:26]([C:36]2[CH:41]=[CH:40][C:39]([O:42][CH2:43][C:44]([F:47])([F:46])[F:45])=[CH:38][CH:37]=2)[C:27](=[O:35])[C:28]2[CH:34]=[CH:33][CH:32]=[N:31][C:29]=2[N:30]=1)[CH3:24])[C:9](=[O:22])[CH2:10][C:11]1[CH:16]=[CH:15][C:14]([F:17])=[C:13]([C:18]([F:21])([F:20])[F:19])[CH:12]=1)(=[O:5])=[O:4])C.C(S(CC)(=O)=O)=C. (4) Given the product [O:41]=[C:39]1[NH:40][C:35]2[CH:34]=[CH:33][CH:32]=[C:26]([NH:25][C:23]([NH:13][CH2:12][C:11]3[C:6]([N:1]4[CH2:5][CH2:4][CH2:3][CH2:2]4)=[N:7][C:8]([C:14]([F:17])([F:15])[F:16])=[CH:9][CH:10]=3)=[O:24])[C:27]=2[O:37][CH2:38]1, predict the reactants needed to synthesize it. The reactants are: [N:1]1([C:6]2[C:11]([CH2:12][NH2:13])=[CH:10][CH:9]=[C:8]([C:14]([F:17])([F:16])[F:15])[N:7]=2)[CH2:5][CH2:4][CH2:3][CH2:2]1.C1N=CN([C:23]([N:25]2C=N[CH:27]=[CH:26]2)=[O:24])C=1.NC1C2[O:37][CH2:38][C:39](=[O:41])[NH:40][C:35]=2[CH:34]=[CH:33][CH:32]=1. (5) Given the product [CH3:1][C:2]1[C:6]([CH3:7])=[C:5]([NH:8][C:9]2[C:18]3[C:13](=[CH:14][CH:15]=[C:16]([S:19]([CH:20]4[CH2:25][CH2:24][O:23][CH2:22][CH2:21]4)=[O:27])[CH:17]=3)[N:12]=[CH:11][CH:10]=2)[NH:4][N:3]=1, predict the reactants needed to synthesize it. The reactants are: [CH3:1][C:2]1[C:6]([CH3:7])=[C:5]([NH:8][C:9]2[C:18]3[C:13](=[CH:14][CH:15]=[C:16]([S:19][CH:20]4[CH2:25][CH2:24][O:23][CH2:22][CH2:21]4)[CH:17]=3)[N:12]=[CH:11][CH:10]=2)[NH:4][N:3]=1.I(O)(=O)(=O)=[O:27].C(=O)(O)[O-].[Na+].S(=O)(=O)(O)[O-].[Na+]. (6) Given the product [CH3:4][C:3]1([CH3:5])[O:6][CH2:7][CH:9]([CH2:10][OH:11])[CH2:1][O:2]1, predict the reactants needed to synthesize it. The reactants are: [CH3:1][O:2][C:3]([O:6][CH3:7])([CH3:5])[CH3:4].C[CH:9](CO)[CH2:10][OH:11]. (7) Given the product [CH3:15][O:16][C:17]1[CH:25]=[C:24]2[C:20]([C:21](=[CH:12][C:9]3[NH:8][C:7]([CH3:14])=[C:6]([CH2:5][CH2:4][C:1]([OH:3])=[O:2])[C:10]=3[CH3:11])[C:22](=[O:26])[NH:23]2)=[CH:19][CH:18]=1, predict the reactants needed to synthesize it. The reactants are: [C:1]([CH2:4][CH2:5][C:6]1[C:10]([CH3:11])=[C:9]([CH:12]=O)[NH:8][C:7]=1[CH3:14])([OH:3])=[O:2].[CH3:15][O:16][C:17]1[CH:25]=[C:24]2[C:20]([CH2:21][C:22](=[O:26])[NH:23]2)=[CH:19][CH:18]=1. (8) Given the product [CH2:21]([O:25][CH2:26][CH2:27][O:28][C:29]1[CH:30]=[CH:31][C:32]([C:2]2[CH:3]=[CH:4][C:5]([N:15]([CH2:17][CH:18]([CH3:20])[CH3:19])[CH3:16])=[C:6](/[CH:8]=[CH:9]/[C:10]([O:12][CH2:13][CH3:14])=[O:11])[CH:7]=2)=[CH:33][CH:34]=1)[CH2:22][CH2:23][CH3:24], predict the reactants needed to synthesize it. The reactants are: Br[C:2]1[CH:3]=[CH:4][C:5]([N:15]([CH2:17][CH:18]([CH3:20])[CH3:19])[CH3:16])=[C:6](/[CH:8]=[CH:9]/[C:10]([O:12][CH2:13][CH3:14])=[O:11])[CH:7]=1.[CH2:21]([O:25][CH2:26][CH2:27][O:28][C:29]1[CH:34]=[CH:33][C:32](OB(O)O)=[CH:31][CH:30]=1)[CH2:22][CH2:23][CH3:24].C(=O)([O-])[O-].[K+].[K+].